From a dataset of Full USPTO retrosynthesis dataset with 1.9M reactions from patents (1976-2016). Predict the reactants needed to synthesize the given product. (1) Given the product [Br:12][CH2:11][C:10]([O:9][CH2:8][CH2:7][CH2:6][CH2:39][C:37]([O:34][S:21][CH2:20][C@@H:19]([C:22]([NH:24][CH2:25][C:26]([OH:28])=[O:27])=[O:23])[NH:18][C:16](=[O:17])[CH2:15][CH2:14][C@@H:29]([C:30]([OH:32])=[O:31])[NH2:33])=[O:38])=[O:13], predict the reactants needed to synthesize it. The reactants are: BrCC(O[CH2:6][CH2:7][CH2:8][O:9][C:10](=[O:13])[CH2:11][Br:12])=O.[CH2:14]([C@H:29]([NH2:33])[C:30]([OH:32])=[O:31])[CH2:15][C:16]([NH:18][C@H:19]([C:22]([NH:24][CH2:25][C:26]([OH:28])=[O:27])=[O:23])[CH2:20][SH:21])=[O:17].[OH-:34].[Na+].C[C:37]([CH3:39])=[O:38]. (2) Given the product [F:20][C:18]1[CH:19]=[C:14]([C:12]2[O:9][N:8]=[C:7]([C:6]3[CH:5]=[N:4][CH:3]=[C:2]([F:1])[CH:11]=3)[CH:13]=2)[CH:15]=[C:16]([F:21])[CH:17]=1, predict the reactants needed to synthesize it. The reactants are: [F:1][C:2]1[CH:3]=[N:4][CH:5]=[C:6]([CH:11]=1)[C:7](Cl)=[N:8][OH:9].[C:12]([C:14]1[CH:19]=[C:18]([F:20])[CH:17]=[C:16]([F:21])[CH:15]=1)#[CH:13].N. (3) Given the product [Cl:22][C:5]1[C:4]([N+:1]([O-:3])=[O:2])=[CH:9][N:8]=[C:7]([C:10]2[CH:11]=[N:12][N:13]3[CH:18]=[CH:17][N:16]=[CH:15][C:14]=23)[N:6]=1, predict the reactants needed to synthesize it. The reactants are: [N+:1]([C:4]1[C:5](O)=[N:6][C:7]([C:10]2[CH:11]=[N:12][N:13]3[CH:18]=[CH:17][N:16]=[CH:15][C:14]=23)=[N:8][CH:9]=1)([O-:3])=[O:2].P(Cl)(Cl)([Cl:22])=O. (4) Given the product [C:22]([NH:21][C:10]1[S:11][CH2:12][C@@H:13]2[C@@H:14]([C:17]([F:19])([F:20])[CH3:18])[O:15][CH2:16][C@:8]2([C:6]2[CH:7]=[C:2]([NH:1][C:42]([C:39]3[CH:38]=[N:37][C:36]([N:31]4[CH:35]=[N:34][CH:33]=[N:32]4)=[CH:41][N:40]=3)=[O:43])[CH:3]=[CH:4][C:5]=2[F:30])[N:9]=1)(=[O:29])[C:23]1[CH:24]=[CH:25][CH:26]=[CH:27][CH:28]=1, predict the reactants needed to synthesize it. The reactants are: [NH2:1][C:2]1[CH:3]=[CH:4][C:5]([F:30])=[C:6]([C@:8]23[CH2:16][O:15][C@H:14]([C:17]([F:20])([F:19])[CH3:18])[C@H:13]2[CH2:12][S:11][C:10]([NH:21][C:22](=[O:29])[C:23]2[CH:28]=[CH:27][CH:26]=[CH:25][CH:24]=2)=[N:9]3)[CH:7]=1.[N:31]1([C:36]2[N:37]=[CH:38][C:39]([C:42](O)=[O:43])=[N:40][CH:41]=2)[CH:35]=[N:34][CH:33]=[N:32]1.C1C=NC2N(O)N=NC=2C=1.C(N(CC)C(C)C)(C)C.CCN=C=NCCCN(C)C.